This data is from TCR-epitope binding with 47,182 pairs between 192 epitopes and 23,139 TCRs. The task is: Binary Classification. Given a T-cell receptor sequence (or CDR3 region) and an epitope sequence, predict whether binding occurs between them. (1) The epitope is SEVGPEHSLAEY. The TCR CDR3 sequence is CASRPLAGGPNEQFF. Result: 1 (the TCR binds to the epitope). (2) The epitope is ILKEPVHGV. The TCR CDR3 sequence is CASSPNRGNTGELFF. Result: 0 (the TCR does not bind to the epitope). (3) The epitope is KLPDDFTGCV. The TCR CDR3 sequence is CASSPWTSGLYEQYF. Result: 1 (the TCR binds to the epitope). (4) The epitope is PROT_97E67BCC. The TCR CDR3 sequence is CASSAPVTDTQYF. Result: 1 (the TCR binds to the epitope). (5) The epitope is LPPIVAKEI. The TCR CDR3 sequence is CASSFGQIQETQYF. Result: 0 (the TCR does not bind to the epitope).